Dataset: Reaction yield outcomes from USPTO patents with 853,638 reactions. Task: Predict the reaction yield, written as a fraction of the theoretical maximum amount of product (1.0 means a 100% yield; for example, 0.34 means a 34% yield). (1) The reactants are [Br:1][C:2]1[CH:3]=[CH:4][C:5]([CH:8]=[N:9][OH:10])=[N:6][CH:7]=1.ClN1[C:16](=[O:17])[CH2:15][CH2:14]C1=O.C(O)C=C.CCN(CC)CC. The catalyst is CN(C=O)C.CCOC(C)=O. The product is [Br:1][C:2]1[CH:3]=[CH:4][C:5]([C:8]2[CH2:14][CH:15]([CH2:16][OH:17])[O:10][N:9]=2)=[N:6][CH:7]=1. The yield is 0.850. (2) The reactants are Cl[C:2]1[N:7]=[C:6]([C:8]2([S:21]([CH:24]3[CH2:26][CH2:25]3)(=[O:23])=[O:22])[CH2:13][CH2:12][N:11](C(OC(C)(C)C)=O)[CH2:10][CH2:9]2)[CH:5]=[C:4]([N:27]2[CH2:32][CH2:31][O:30][CH2:29][C@H:28]2[CH3:33])[N:3]=1.C(=O)([O-])[O-].[Na+].[Na+].[NH:40]1[C:48]2[C:43](=[C:44](B(O)O)[CH:45]=[CH:46][CH:47]=2)[CH:42]=[CH:41]1. The catalyst is COCCOC.O.Cl[Pd](Cl)([P](C1C=CC=CC=1)(C1C=CC=CC=1)C1C=CC=CC=1)[P](C1C=CC=CC=1)(C1C=CC=CC=1)C1C=CC=CC=1. The product is [CH:24]1([S:21]([C:8]2([C:6]3[CH:5]=[C:4]([N:27]4[CH2:32][CH2:31][O:30][CH2:29][C@H:28]4[CH3:33])[N:3]=[C:2]([C:44]4[CH:45]=[CH:46][CH:47]=[C:48]5[C:43]=4[CH:42]=[CH:41][NH:40]5)[N:7]=3)[CH2:9][CH2:10][NH:11][CH2:12][CH2:13]2)(=[O:22])=[O:23])[CH2:25][CH2:26]1. The yield is 0.630. (3) The reactants are [Br:1][C:2]1[C:7]([O:8][CH3:9])=[CH:6][CH:5]=[CH:4][C:3]=1[F:10].[CH3:11][O:12]C. The catalyst is [Ti](Cl)(Cl)(Cl)Cl.ClCCl. The product is [Br:1][C:2]1[C:3]([F:10])=[C:4]([CH:5]=[CH:6][C:7]=1[O:8][CH3:9])[CH:11]=[O:12]. The yield is 0.740.